From a dataset of Forward reaction prediction with 1.9M reactions from USPTO patents (1976-2016). Predict the product of the given reaction. Given the reactants [OH:1][C:2]1[CH:7]=[CH:6][C:5]([CH:8]2[CH2:13][CH2:12][N:11]([C:14]([O:16][C:17]([CH3:20])([CH3:19])[CH3:18])=[O:15])[CH2:10][CH:9]2[O:21][CH2:22][C:23]2[CH:32]=[C:31]3[C:26]([CH2:27][CH2:28][C:29](=[O:38])[N:30]3[CH2:33][CH2:34][CH2:35][O:36][CH3:37])=[CH:25][CH:24]=2)=[CH:4][CH:3]=1.Br[CH2:40][CH2:41][CH2:42][CH2:43][O:44][C:45]1[CH:50]=[CH:49][CH:48]=[CH:47][C:46]=1[Cl:51], predict the reaction product. The product is: [Cl:51][C:46]1[CH:47]=[CH:48][CH:49]=[CH:50][C:45]=1[O:44][CH2:43][CH2:42][CH2:41][CH2:40][O:1][C:2]1[CH:7]=[CH:6][C:5]([CH:8]2[CH2:13][CH2:12][N:11]([C:14]([O:16][C:17]([CH3:19])([CH3:20])[CH3:18])=[O:15])[CH2:10][CH:9]2[O:21][CH2:22][C:23]2[CH:32]=[C:31]3[C:26]([CH2:27][CH2:28][C:29](=[O:38])[N:30]3[CH2:33][CH2:34][CH2:35][O:36][CH3:37])=[CH:25][CH:24]=2)=[CH:4][CH:3]=1.